Dataset: Merck oncology drug combination screen with 23,052 pairs across 39 cell lines. Task: Regression. Given two drug SMILES strings and cell line genomic features, predict the synergy score measuring deviation from expected non-interaction effect. (1) Drug 1: CS(=O)(=O)CCNCc1ccc(-c2ccc3ncnc(Nc4ccc(OCc5cccc(F)c5)c(Cl)c4)c3c2)o1. Drug 2: NC1(c2ccc(-c3nc4ccn5c(=O)[nH]nc5c4cc3-c3ccccc3)cc2)CCC1. Cell line: DLD1. Synergy scores: synergy=50.8. (2) Drug 1: N#Cc1ccc(Cn2cncc2CN2CCN(c3cccc(Cl)c3)C(=O)C2)cc1. Drug 2: O=C(O)C1(Cc2cccc(Nc3nccs3)n2)CCC(Oc2cccc(Cl)c2F)CC1. Cell line: HT144. Synergy scores: synergy=4.76. (3) Drug 1: CS(=O)(=O)CCNCc1ccc(-c2ccc3ncnc(Nc4ccc(OCc5cccc(F)c5)c(Cl)c4)c3c2)o1. Drug 2: O=C(O)C1(Cc2cccc(Nc3nccs3)n2)CCC(Oc2cccc(Cl)c2F)CC1. Cell line: SW620. Synergy scores: synergy=3.45. (4) Drug 1: CN(C)C(=N)N=C(N)N. Drug 2: COC1CC2CCC(C)C(O)(O2)C(=O)C(=O)N2CCCCC2C(=O)OC(C(C)CC2CCC(OP(C)(C)=O)C(OC)C2)CC(=O)C(C)C=C(C)C(O)C(OC)C(=O)C(C)CC(C)C=CC=CC=C1C. Cell line: RKO. Synergy scores: synergy=17.2. (5) Drug 1: COc1cccc2c1C(=O)c1c(O)c3c(c(O)c1C2=O)CC(O)(C(=O)CO)CC3OC1CC(N)C(O)C(C)O1. Drug 2: CCc1cnn2c(NCc3ccc[n+]([O-])c3)cc(N3CCCCC3CCO)nc12. Cell line: A427. Synergy scores: synergy=-1.22. (6) Drug 1: C#Cc1cccc(Nc2ncnc3cc(OCCOC)c(OCCOC)cc23)c1. Drug 2: O=C(NOCC(O)CO)c1ccc(F)c(F)c1Nc1ccc(I)cc1F. Cell line: COLO320DM. Synergy scores: synergy=-1.97. (7) Drug 1: NC1(c2ccc(-c3nc4ccn5c(=O)[nH]nc5c4cc3-c3ccccc3)cc2)CCC1. Drug 2: CCC1(O)C(=O)OCc2c1cc1n(c2=O)Cc2cc3c(CN(C)C)c(O)ccc3nc2-1. Cell line: NCIH520. Synergy scores: synergy=33.9. (8) Drug 1: NC1(c2ccc(-c3nc4ccn5c(=O)[nH]nc5c4cc3-c3ccccc3)cc2)CCC1. Drug 2: CCc1cnn2c(NCc3ccc[n+]([O-])c3)cc(N3CCCCC3CCO)nc12. Cell line: CAOV3. Synergy scores: synergy=19.2.